From a dataset of Peptide-MHC class I binding affinity with 185,985 pairs from IEDB/IMGT. Regression. Given a peptide amino acid sequence and an MHC pseudo amino acid sequence, predict their binding affinity value. This is MHC class I binding data. The peptide sequence is AMFIGHATA. The MHC is HLA-A69:01 with pseudo-sequence HLA-A69:01. The binding affinity (normalized) is 0.0847.